Dataset: Forward reaction prediction with 1.9M reactions from USPTO patents (1976-2016). Task: Predict the product of the given reaction. (1) The product is: [CH2:1]([N:3]([CH2:7][CH3:8])[CH2:4][CH2:5][NH:6][C:10]1=[N:11][C:12](=[O:15])[S:13]/[C:14]/1=[CH:16]\[C:18]1[CH:32]=[CH:31][C:21]([O:22][C:23]2[CH:30]=[CH:29][C:26]([C:27]#[N:28])=[CH:25][CH:24]=2)=[C:20]([O:33][CH3:34])[CH:19]=1)[CH3:2]. Given the reactants [CH2:1]([N:3]([CH2:7][CH3:8])[CH2:4][CH2:5][NH2:6])[CH3:2].S=[C:10]1[CH2:14][S:13][C:12](=[O:15])[NH:11]1.[CH:16]([C:18]1[CH:32]=[CH:31][C:21]([O:22][C:23]2[CH:30]=[CH:29][C:26]([C:27]#[N:28])=[CH:25][CH:24]=2)=[C:20]([O:33][CH3:34])[CH:19]=1)=O.[Cl-].[NH4+], predict the reaction product. (2) Given the reactants [CH2:1]1[C:11]2=[C:12]3[C:7](=[CH:8][CH:9]=[CH:10]2)[CH:6]=[CH:5][CH:4]=[C:3]3[CH2:2]1.C(O)(=[O:15])C, predict the reaction product. The product is: [C:2]1(=[O:15])[C:3]2=[C:12]3[C:7](=[CH:6][CH:5]=[CH:4]2)[CH:8]=[CH:9][CH:10]=[C:11]3[CH2:1]1. (3) Given the reactants [F:1][C:2]1[C:7](B(O)O)=[CH:6][CH:5]=[CH:4][N:3]=1.Br[C:12]1[CH:13]=[C:14]2[C@@:26]3([CH2:30][O:29][C:28]([NH2:31])=[N:27]3)[C:25]3[C:20](=[N:21][CH:22]=[C:23]([CH2:32][O:33][C:34]([CH3:37])([CH3:36])[CH3:35])[CH:24]=3)[O:19][C:15]2=[CH:16][C:17]=1[F:18].C(=O)([O-])[O-].[K+].[K+].O, predict the reaction product. The product is: [C:34]([O:33][CH2:32][C:23]1[CH:24]=[C:25]2[C@:26]3([CH2:30][O:29][C:28]([NH2:31])=[N:27]3)[C:14]3[C:15](=[CH:16][C:17]([F:18])=[C:12]([C:7]4[C:2]([F:1])=[N:3][CH:4]=[CH:5][CH:6]=4)[CH:13]=3)[O:19][C:20]2=[N:21][CH:22]=1)([CH3:37])([CH3:35])[CH3:36]. (4) Given the reactants [CH3:1][CH:2]([CH3:22])[CH2:3][C:4]1[CH:5]=[C:6]([CH:11]=[CH:12][C:13]=1OS(C(F)(F)F)(=O)=O)[C:7]([O:9][CH3:10])=[O:8].CN(C=O)C.[F:28][C:29]1[CH:34]=[CH:33][C:32]([O:35][CH3:36])=[CH:31][C:30]=1B(O)O.C(=O)([O-])[O-].[K+].[K+], predict the reaction product. The product is: [F:28][C:29]1[CH:34]=[CH:33][C:32]([O:35][CH3:36])=[CH:31][C:30]=1[C:13]1[CH:12]=[CH:11][C:6]([C:7]([O:9][CH3:10])=[O:8])=[CH:5][C:4]=1[CH2:3][CH:2]([CH3:1])[CH3:22]. (5) The product is: [C:16]([C:13]1[CH:12]=[CH:11][C:10]([C:9]2[O:8][C:7]([CH3:21])=[N:6][C:5]=2[C:3]([OH:4])=[O:2])=[CH:15][CH:14]=1)([OH:18])=[O:17]. Given the reactants C[O:2][C:3]([C:5]1[N:6]=[C:7]([CH3:21])[O:8][C:9]=1[C:10]1[CH:15]=[CH:14][C:13]([C:16]([O:18]CC)=[O:17])=[CH:12][CH:11]=1)=[O:4].[OH-].[Na+], predict the reaction product. (6) Given the reactants [C:1]1([C:27]2[CH:32]=[CH:31][CH:30]=[CH:29][CH:28]=2)[CH:6]=[C:5]([CH2:7][NH:8][CH2:9][CH2:10][CH2:11][NH:12][CH2:13][CH2:14][CH2:15][NH2:16])[CH:4]=[C:3]([CH2:17][NH:18][CH2:19][CH2:20][CH2:21][NH:22][CH2:23][CH2:24][CH2:25][NH2:26])[CH:2]=1.[CH:33](=O)[CH:34]([CH3:36])[CH3:35].[BH4-].[Na+].[OH-].[Na+], predict the reaction product. The product is: [C:1]1([C:27]2[CH:32]=[CH:31][CH:30]=[CH:29][CH:28]=2)[CH:6]=[C:5]([CH2:7][NH:8][CH2:9][CH2:10][CH2:11][NH:12][CH2:13][CH2:14][CH2:15][NH:16][CH2:33][CH:34]([CH3:36])[CH3:35])[CH:4]=[C:3]([CH2:17][NH:18][CH2:19][CH2:20][CH2:21][NH:22][CH2:23][CH2:24][CH2:25][NH:26][CH2:2][CH:1]([CH3:27])[CH3:6])[CH:2]=1. (7) Given the reactants [CH2:1]([O:3][CH:4]([O:7][CH2:8][CH3:9])[CH2:5]Br)[CH3:2].C(=O)([O-])[O-].[Cs+].[Cs+].CN(C)C(=O)C.[F:22][C:23]1[N:28]=[CH:27][C:26]([OH:29])=[CH:25][CH:24]=1, predict the reaction product. The product is: [CH2:1]([O:3][CH:4]([O:7][CH2:8][CH3:9])[CH2:5][O:29][C:26]1[CH:25]=[CH:24][C:23]([F:22])=[N:28][CH:27]=1)[CH3:2]. (8) Given the reactants [CH2:1]([O:3][C:4]1[C:9]2[C:10]([CH3:16])=[C:11]([C:13]([OH:15])=O)[O:12][C:8]=2[CH:7]=[CH:6][CH:5]=1)[CH3:2].[CH3:17]N(C=O)C.[CH3:22][O:23][C:24](=[O:46])[C@@H:25]([NH:29][S:30]([C:33]1[CH:38]=[CH:37][C:36]([C:39]2[CH:44]=[CH:43][C:42]([NH2:45])=[CH:41][CH:40]=2)=[CH:35][CH:34]=1)(=[O:32])=[O:31])[CH:26]([CH3:28])[CH3:27].N1C=CC=CC=1, predict the reaction product. The product is: [CH3:22][O:23][C:24](=[O:46])[C@@H:25]([NH:29][S:30]([C:33]1[CH:38]=[CH:37][C:36]([C:39]2[CH:40]=[CH:41][C:42]([NH:45][C:13]([C:11]3[O:12][C:8]4[CH:7]=[CH:6][CH:5]=[C:4]([O:3][CH2:1][CH2:2][CH3:17])[C:9]=4[C:10]=3[CH3:16])=[O:15])=[CH:43][CH:44]=2)=[CH:35][CH:34]=1)(=[O:32])=[O:31])[CH:26]([CH3:28])[CH3:27]. (9) Given the reactants Cl[C:2]1[N:7]=[CH:6][N:5]=[C:4]([NH:8][CH3:9])[CH:3]=1.[CH3:10][N:11]([CH3:19])[C:12]1[CH:17]=[CH:16][CH:15]=[C:14]([NH2:18])[CH:13]=1, predict the reaction product. The product is: [CH3:10][N:11]([CH3:19])[C:12]1[CH:13]=[C:14]([NH:18][C:2]2[CH:3]=[C:4]([NH:8][CH3:9])[N:5]=[CH:6][N:7]=2)[CH:15]=[CH:16][CH:17]=1.